This data is from Forward reaction prediction with 1.9M reactions from USPTO patents (1976-2016). The task is: Predict the product of the given reaction. (1) Given the reactants [Cl:1][C:2]1[CH:3]=[C:4]([C@H:8]([OH:26])[C@:9]([NH:18]C(=O)OC(C)(C)C)([C:11]2[CH:16]=[CH:15][C:14]([Cl:17])=[CH:13][CH:12]=2)[CH3:10])[CH:5]=[CH:6][CH:7]=1.ClC1C=C([C@@H](O)[C@](NC(=O)OC(C)(C)C)(C2C=CC(Cl)=CC=2)C)C=CC=1.Cl.O1CCOCC1.C(=O)(O)[O-].[Na+], predict the reaction product. The product is: [NH2:18][C@@:9]([C:11]1[CH:12]=[CH:13][C:14]([Cl:17])=[CH:15][CH:16]=1)([CH3:10])[C@@H:8]([C:4]1[CH:5]=[CH:6][CH:7]=[C:2]([Cl:1])[CH:3]=1)[OH:26]. (2) Given the reactants [Cl:1][C:2]1[CH:11]=[CH:10][C:5]([C:6]([O:8]C)=[O:7])=[CH:4][C:3]=1[C:12]1[O:16][N:15]=[C:14]([CH2:17][N:18]2[C:26]3[C:21](=[C:22]([C:29]([F:32])([F:31])[F:30])[C:23]([C:27]#[N:28])=[CH:24][CH:25]=3)[CH:20]=[C:19]2[CH2:33][CH2:34][CH3:35])[N:13]=1.O[Li].O.O.Cl, predict the reaction product. The product is: [Cl:1][C:2]1[CH:11]=[CH:10][C:5]([C:6]([OH:8])=[O:7])=[CH:4][C:3]=1[C:12]1[O:16][N:15]=[C:14]([CH2:17][N:18]2[C:26]3[C:21](=[C:22]([C:29]([F:31])([F:30])[F:32])[C:23]([C:27]#[N:28])=[CH:24][CH:25]=3)[CH:20]=[C:19]2[CH2:33][CH2:34][CH3:35])[N:13]=1. (3) Given the reactants [C:1]([C:9]1[CH:14]=[CH:13][CH:12]=[CH:11][CH:10]=1)(=[O:8])[C:2]1[CH:7]=[CH:6][CH:5]=[CH:4][CH:3]=1.[CH3:15][C:16](=[C:18]([CH3:20])[CH3:19])[CH3:17], predict the reaction product. The product is: [CH3:15][C:16]1([CH3:17])[C:18]([CH3:20])([CH3:19])[O:8][C:1]1([C:9]1[CH:14]=[CH:13][CH:12]=[CH:11][CH:10]=1)[C:2]1[CH:7]=[CH:6][CH:5]=[CH:4][CH:3]=1. (4) Given the reactants [OH:1][C:2]1[CH:7]=[CH:6][C:5]([S:8]([NH2:11])(=[O:10])=[O:9])=[CH:4][CH:3]=1.[Br:12][CH2:13][CH2:14][CH2:15]Br.C(=O)([O-])[O-].[K+].[K+], predict the reaction product. The product is: [Br:12][CH2:13][CH2:14][CH2:15][O:1][C:2]1[CH:7]=[CH:6][C:5]([S:8]([NH2:11])(=[O:9])=[O:10])=[CH:4][CH:3]=1. (5) Given the reactants [C-:1]#[N:2].[F:3][C:4]1[C:9]([B:10]([C:22]2[C:27]([F:28])=[C:26]([F:29])[C:25]([F:30])=[C:24]([F:31])[C:23]=2[F:32])[C:11]2[C:16]([F:17])=[C:15]([F:18])[C:14]([F:19])=[C:13]([F:20])[C:12]=2[F:21])=[C:8]([F:33])[C:7]([F:34])=[C:6]([F:35])[C:5]=1[F:36].[F:37][C:38]1[C:43]([B:44]([C:56]2[C:61]([F:62])=[C:60]([F:63])[C:59]([F:64])=[C:58]([F:65])[C:57]=2[F:66])[C:45]2[C:50]([F:51])=[C:49]([F:52])[C:48]([F:53])=[C:47]([F:54])[C:46]=2[F:55])=[C:42]([F:67])[C:41]([F:68])=[C:40]([F:69])[C:39]=1[F:70].[K+].Cl[C:73]([C:86]1[CH:91]=[CH:90][CH:89]=[CH:88][CH:87]=1)([C:80]1[CH:85]=[CH:84][CH:83]=[CH:82][CH:81]=1)[C:74]1[CH:79]=[CH:78][CH:77]=[CH:76][CH:75]=1, predict the reaction product. The product is: [C-:1]#[N:2].[F:28][C:27]1[C:22]([B:10]([C:9]2[C:4]([F:3])=[C:5]([F:36])[C:6]([F:35])=[C:7]([F:34])[C:8]=2[F:33])[C:11]2[C:12]([F:21])=[C:13]([F:20])[C:14]([F:19])=[C:15]([F:18])[C:16]=2[F:17])=[C:23]([F:32])[C:24]([F:31])=[C:25]([F:30])[C:26]=1[F:29].[F:62][C:61]1[C:56]([B:44]([C:43]2[C:38]([F:37])=[C:39]([F:70])[C:40]([F:69])=[C:41]([F:68])[C:42]=2[F:67])[C:45]2[C:46]([F:55])=[C:47]([F:54])[C:48]([F:53])=[C:49]([F:52])[C:50]=2[F:51])=[C:57]([F:66])[C:58]([F:65])=[C:59]([F:64])[C:60]=1[F:63].[C:74]1([C+:73]([C:80]2[CH:81]=[CH:82][CH:83]=[CH:84][CH:85]=2)[C:86]2[CH:87]=[CH:88][CH:89]=[CH:90][CH:91]=2)[CH:75]=[CH:76][CH:77]=[CH:78][CH:79]=1. (6) Given the reactants S(S([O-])=O)([O-])=O.[Na+].[Na+].[NH2:9][C:10]1[N:15]=[C:14]([N:16]2[CH2:21][CH2:20][N:19]([C:22]([O:24][C:25]([CH3:28])([CH3:27])[CH3:26])=[O:23])[CH2:18][CH2:17]2)[CH:13]=[CH:12][C:11]=1[N+:29]([O-])=O.[CH:32]([C:34]1[CH:39]=[CH:38][C:37]([S:40][CH2:41][C:42]2[CH:47]=[CH:46][CH:45]=[CH:44][CH:43]=2)=[CH:36][CH:35]=1)=O.[OH-].[NH4+], predict the reaction product. The product is: [CH2:41]([S:40][C:37]1[CH:36]=[CH:35][C:34]([C:32]2[NH:9][C:10]3=[N:15][C:14]([N:16]4[CH2:21][CH2:20][N:19]([C:22]([O:24][C:25]([CH3:28])([CH3:27])[CH3:26])=[O:23])[CH2:18][CH2:17]4)=[CH:13][CH:12]=[C:11]3[N:29]=2)=[CH:39][CH:38]=1)[C:42]1[CH:43]=[CH:44][CH:45]=[CH:46][CH:47]=1. (7) Given the reactants [ClH:1].C(OC([NH:9][CH2:10][CH2:11][NH:12][C:13]([C:15]1[N:16]([C:36]2[CH:41]=[CH:40][C:39]([O:42][CH:43]([CH3:45])[CH3:44])=[CH:38][CH:37]=2)[C:17]2[C:22]([C:23]=1[Cl:24])=[CH:21][C:20]([O:25][C:26]1[CH:31]=[CH:30][C:29]([C:32]([F:35])([F:34])[F:33])=[CH:28][N:27]=1)=[CH:19][CH:18]=2)=[O:14])=O)(C)(C)C, predict the reaction product. The product is: [ClH:24].[ClH:1].[NH2:9][CH2:10][CH2:11][NH:12][C:13]([C:15]1[N:16]([C:36]2[CH:37]=[CH:38][C:39]([O:42][CH:43]([CH3:45])[CH3:44])=[CH:40][CH:41]=2)[C:17]2[C:22]([C:23]=1[Cl:24])=[CH:21][C:20]([O:25][C:26]1[CH:31]=[CH:30][C:29]([C:32]([F:35])([F:33])[F:34])=[CH:28][N:27]=1)=[CH:19][CH:18]=2)=[O:14]. (8) Given the reactants [CH2:1]([N:3]([CH:25]([CH3:27])[CH3:26])[C:4]([CH:6]1[CH2:11][CH2:10][CH2:9][N:8]([CH:12]2[CH2:17][CH2:16][N:15](C(OC(C)(C)C)=O)[CH2:14][CH2:13]2)[CH2:7]1)=[O:5])[CH3:2].C(OCC)(=O)C.[ClH:34], predict the reaction product. The product is: [ClH:34].[ClH:34].[CH2:1]([N:3]([CH:25]([CH3:26])[CH3:27])[C:4]([CH:6]1[CH2:11][CH2:10][CH2:9][N:8]([CH:12]2[CH2:13][CH2:14][NH:15][CH2:16][CH2:17]2)[CH2:7]1)=[O:5])[CH3:2]. (9) Given the reactants [CH2:1]([C:5]1[N:6]=[N:7][C:8]([O:18][CH:19]2[CH2:24][CH2:23][N:22]([CH3:25])[CH2:21][CH2:20]2)=[CH:9][C:10]=1[C:11]1[CH:16]=[CH:15][C:14]([OH:17])=[CH:13][CH:12]=1)[CH2:2][CH2:3][CH3:4].[Cl:26][C:27]1[CH:34]=[CH:33][C:30]([CH2:31]Br)=[CH:29][CH:28]=1.C(=O)([O-])[O-].[K+].[K+].[ClH:41], predict the reaction product. The product is: [ClH:26].[ClH:41].[CH2:1]([C:5]1[N:6]=[N:7][C:8]([O:18][CH:19]2[CH2:20][CH2:21][N:22]([CH3:25])[CH2:23][CH2:24]2)=[CH:9][C:10]=1[C:11]1[CH:12]=[CH:13][C:14]([O:17][CH2:31][C:30]2[CH:33]=[CH:34][C:27]([Cl:26])=[CH:28][CH:29]=2)=[CH:15][CH:16]=1)[CH2:2][CH2:3][CH3:4]. (10) Given the reactants Cl.[CH3:2][CH:3]([CH2:8][N:9]1[CH2:14][CH2:13][CH2:12][CH2:11][CH2:10]1)[CH2:4][C:5]([OH:7])=[O:6].C1N=CN(C(N2C=NC=C2)=O)C=1.Cl.[F:28][C:29]1[C:33]([C:34]2[CH:35]=[C:36]3[C:41](=[CH:42][CH:43]=2)[N:40]=[CH:39][CH:38]=[CH:37]3)=[N:32][NH:31][C:30]=1[NH3+:44].CCN(CC)CC, predict the reaction product. The product is: [CH:5]([OH:7])=[O:6].[F:28][C:29]1[C:33]([C:34]2[CH:35]=[C:36]3[C:41](=[CH:42][CH:43]=2)[N:40]=[CH:39][CH:38]=[CH:37]3)=[N:32][NH:31][C:30]=1[NH:44][C:5](=[O:7])[CH2:4][CH:3]([CH3:2])[CH2:8][N:9]1[CH2:14][CH2:13][CH2:12][CH2:11][CH2:10]1.